This data is from Catalyst prediction with 721,799 reactions and 888 catalyst types from USPTO. The task is: Predict which catalyst facilitates the given reaction. (1) Reactant: [Cl:1][C:2]1[C:3]([CH3:29])=[C:4](B2OC(C)(C)C(C)(C)O2)[C:5]([O:18][CH3:19])=[C:6]([CH:8]([NH:10][C:11](=[O:17])[O:12][C:13]([CH3:16])([CH3:15])[CH3:14])[CH3:9])[CH:7]=1.Br[C:31]1[N:36]=[C:35]([C:37]([O:39][CH3:40])=[O:38])[CH:34]=[CH:33][CH:32]=1.ClCCl.C(=O)([O-])[O-].[Cs+].[Cs+]. Product: [C:13]([O:12][C:11]([NH:10][CH:8]([C:6]1[C:5]([O:18][CH3:19])=[C:4]([C:31]2[N:36]=[C:35]([C:37]([O:39][CH3:40])=[O:38])[CH:34]=[CH:33][CH:32]=2)[C:3]([CH3:29])=[C:2]([Cl:1])[CH:7]=1)[CH3:9])=[O:17])([CH3:14])([CH3:15])[CH3:16]. The catalyst class is: 274. (2) Reactant: [Br:1][C:2]1[C:19]([O:20][CH3:21])=[CH:18][C:5]2[CH2:6][CH2:7][C:8]3[C:12]([C:4]=2[CH:3]=1)=[N:11][NH:10][C:9]=3[C:13]([O:15][CH2:16][CH3:17])=[O:14].CC(C)([O-])C.[Li+].[C:28]([NH:35][CH2:36][CH2:37]Br)([O:30][C:31]([CH3:34])([CH3:33])[CH3:32])=[O:29]. Product: [Br:1][C:2]1[C:19]([O:20][CH3:21])=[CH:18][C:5]2[CH2:6][CH2:7][C:8]3[C:12]([C:4]=2[CH:3]=1)=[N:11][N:10]([CH2:37][CH2:36][NH:35][C:28]([O:30][C:31]([CH3:34])([CH3:33])[CH3:32])=[O:29])[C:9]=3[C:13]([O:15][CH2:16][CH3:17])=[O:14]. The catalyst class is: 198. (3) Reactant: [O:1]=[C:2]([N:17]1[CH2:21][CH2:20][CH2:19][C@H:18]1[B:22]1[O:26][C@@H]2CC3CC([C@]2(C)[O:23]1)C3(C)C)[CH2:3][NH:4][C:5]([C:7]1[C:16]2[C:11](=[CH:12][CH:13]=[CH:14][CH:15]=2)[N:10]=[CH:9][CH:8]=1)=[O:6].Cl.C1(OB(O)O)C=CC=CC=1.COC(C)(C)C. Product: [N:10]1[C:11]2[C:16](=[CH:15][CH:14]=[CH:13][CH:12]=2)[C:7]([C:5]([NH:4][CH2:3][C:2]([N:17]2[CH2:21][CH2:20][CH2:19][C@H:18]2[B:22]([OH:26])[OH:23])=[O:1])=[O:6])=[CH:8][CH:9]=1. The catalyst class is: 6. (4) Reactant: [F:1][C:2]1[CH:3]=[CH:4][CH:5]=[C:6]([NH2:11])[C:7]=1[C:8]([OH:10])=[O:9].Cl[C:13](Cl)([O:15]C(=O)OC(Cl)(Cl)Cl)Cl.C(=O)([O-])O.[Na+]. Product: [F:1][C:2]1[C:7]2[C:8](=[O:10])[O:9][C:13](=[O:15])[NH:11][C:6]=2[CH:5]=[CH:4][CH:3]=1. The catalyst class is: 7. (5) Reactant: [OH:1][C:2]1[CH:11]=[C:10]2[C:5]([C:6]([O:12][C:13]3[CH:14]=[C:15]4[C:19](=[CH:20][CH:21]=3)[NH:18][CH:17]=[CH:16]4)=[N:7][CH:8]=[N:9]2)=[CH:4][C:3]=1[O:22][CH3:23].C(=O)([O-])[O-].[K+].[K+].CC1C=CC(S(O[CH2:41][C@@H:42]2[O:44][CH2:43]2)(=O)=O)=CC=1. Product: [NH:18]1[C:19]2[C:15](=[CH:14][C:13]([O:12][C:6]3[C:5]4[C:10](=[CH:11][C:2]([O:1][CH2:41][C@H:42]5[CH2:43][O:44]5)=[C:3]([O:22][CH3:23])[CH:4]=4)[N:9]=[CH:8][N:7]=3)=[CH:21][CH:20]=2)[CH:16]=[CH:17]1. The catalyst class is: 44. (6) Reactant: [H-].[Al+3].[Li+].[H-].[H-].[H-].[CH2:7]([C:9]1[CH:10]=[N:11][CH:12]=[C:13]([F:20])[C:14]=1[C:15](OCC)=[O:16])[CH3:8]. Product: [CH2:7]([C:9]1[CH:10]=[N:11][CH:12]=[C:13]([F:20])[C:14]=1[CH2:15][OH:16])[CH3:8]. The catalyst class is: 1.